From a dataset of Full USPTO retrosynthesis dataset with 1.9M reactions from patents (1976-2016). Predict the reactants needed to synthesize the given product. (1) Given the product [CH3:1][N:2]([CH3:28])[CH2:3][CH2:4][O:5][C:6]1[C:14]2[C:9](=[N:10][CH:11]=[C:12]([N+:15]([O-:17])=[O:16])[CH:13]=2)[NH:8][N:7]=1, predict the reactants needed to synthesize it. The reactants are: [CH3:1][N:2]([CH3:28])[CH2:3][CH2:4][O:5][C:6]1[C:14]2[C:9](=[N:10][CH:11]=[C:12]([N+:15]([O-:17])=[O:16])[CH:13]=2)[N:8](S(C2C=CC(C)=CC=2)(=O)=O)[N:7]=1.C(=O)([O-])[O-].[K+].[K+]. (2) Given the product [C:12]([O:11][C:9](=[O:10])[NH:24][CH2:23][CH2:22][NH:21][CH2:20][CH2:19][N:18]([CH2:16][CH3:17])[CH2:25][CH3:26])([CH3:13])([CH3:14])[CH3:15], predict the reactants needed to synthesize it. The reactants are: [C:9](O[C:9]([O:11][C:12]([CH3:15])([CH3:14])[CH3:13])=[O:10])([O:11][C:12]([CH3:15])([CH3:14])[CH3:13])=[O:10].[CH2:16]([N:18]([CH2:25][CH3:26])[CH2:19][CH2:20][NH:21][CH2:22][CH2:23][NH2:24])[CH3:17].